From a dataset of Reaction yield outcomes from USPTO patents with 853,638 reactions. Predict the reaction yield, written as a fraction of the theoretical maximum amount of product (1.0 means a 100% yield; for example, 0.34 means a 34% yield). (1) The reactants are [Br:1][C:2]1[S:19][C:5]2=[CH:6][N:7]=[C:8](S(C3C=CC=CC=3)(=O)=O)[CH:9]=[C:4]2[CH:3]=1.CO.C[O-].[Na+].[O:25]1CCC[CH2:26]1. The catalyst is O.C(OCC)(=O)C.C(O)(=O)C. The product is [Br:1][C:2]1[S:19][C:5]2=[CH:6][N:7]=[C:8]([O:25][CH3:26])[CH:9]=[C:4]2[CH:3]=1. The yield is 0.930. (2) The reactants are [F:1][C:2]([F:10])([F:9])[CH:3]([OH:8])[C:4]([F:7])([F:6])[F:5].ClC(Cl)(O[C:15](=[O:21])OC(Cl)(Cl)Cl)Cl.C(N(CC)C(C)C)(C)C.[CH3:32][CH:33]1[CH2:38][NH:37][CH2:36][CH2:35][N:34]1[CH2:39][C:40]1[CH:45]=[CH:44][C:43]([C:46]2[CH:51]=[CH:50][CH:49]=[CH:48][CH:47]=2)=[CH:42][CH:41]=1. The catalyst is O.C(#N)C. The product is [CH3:32][CH:33]1[N:34]([CH2:39][C:40]2[CH:45]=[CH:44][C:43]([C:46]3[CH:51]=[CH:50][CH:49]=[CH:48][CH:47]=3)=[CH:42][CH:41]=2)[CH2:35][CH2:36][N:37]([C:15]([O:8][CH:3]([C:4]([F:7])([F:6])[F:5])[C:2]([F:10])([F:9])[F:1])=[O:21])[CH2:38]1. The yield is 0.200.